Predict the reaction yield, written as a fraction of the theoretical maximum amount of product (1.0 means a 100% yield; for example, 0.34 means a 34% yield). From a dataset of Reaction yield outcomes from USPTO patents with 853,638 reactions. (1) The reactants are [C:1]1([S:7]([N:10]2[C:14]3=[N:15][CH:16]=[C:17]([Cl:19])[CH:18]=[C:13]3[C:12]([CH2:20][C:21]3[S:25][C:24]([NH2:26])=[N:23][C:22]=3[Cl:27])=[CH:11]2)(=[O:9])=[O:8])[CH:6]=[CH:5][CH:4]=[CH:3][CH:2]=1.[F:28][C:29]1[CH:30]=[C:31]([CH:35]=O)[CH:32]=[N:33][CH:34]=1.C([BH3-])#N.C(=O)([O-])[O-].[K+].[K+]. The catalyst is C(O)C.C(O)(=O)C. The product is [C:1]1([S:7]([N:10]2[C:14]3=[N:15][CH:16]=[C:17]([Cl:19])[CH:18]=[C:13]3[C:12]([CH2:20][C:21]3[S:25][C:24]([NH:26][CH2:35][C:31]4[CH:32]=[N:33][CH:34]=[C:29]([F:28])[CH:30]=4)=[N:23][C:22]=3[Cl:27])=[CH:11]2)(=[O:9])=[O:8])[CH:2]=[CH:3][CH:4]=[CH:5][CH:6]=1. The yield is 0.480. (2) The reactants are [CH:1]1([S:5](Cl)(=[O:7])=[O:6])[CH2:4][CH2:3][CH2:2]1.[F:9][C:10]1[C:15]([F:16])=[C:14]([NH:17][C:18]2[CH:23]=[CH:22][C:21]([I:24])=[CH:20][C:19]=2[F:25])[C:13]([NH2:26])=[C:12]([O:27][CH3:28])[CH:11]=1. No catalyst specified. The product is [F:16][C:15]1[C:14]([NH:17][C:18]2[CH:23]=[CH:22][C:21]([I:24])=[CH:20][C:19]=2[F:25])=[C:13]([NH:26][S:5]([CH:1]2[CH2:4][CH2:3][CH2:2]2)(=[O:7])=[O:6])[C:12]([O:27][CH3:28])=[CH:11][C:10]=1[F:9]. The yield is 0.750. (3) The reactants are C[O:2][C:3](=O)[CH2:4][C:5]([NH:7][C:8]1[CH:13]=[CH:12][C:11]([O:14][CH2:15][C:16]2[CH:21]=[CH:20][CH:19]=[C:18]([F:22])[CH:17]=2)=[C:10]([Cl:23])[CH:9]=1)=[O:6].[NH3:25]. The catalyst is CO. The product is [Cl:23][C:10]1[CH:9]=[C:8]([NH:7][C:5](=[O:6])[CH2:4][C:3]([NH2:25])=[O:2])[CH:13]=[CH:12][C:11]=1[O:14][CH2:15][C:16]1[CH:21]=[CH:20][CH:19]=[C:18]([F:22])[CH:17]=1. The yield is 1.00. (4) The yield is 0.804. The reactants are [CH3:1][O:2][C:3]1[CH:8]=[CH:7][CH:6]=[CH:5][C:4]=1[C:9]1[CH2:14][CH2:13][N:12]([C:15]([O:17][C:18]([CH3:21])([CH3:20])[CH3:19])=[O:16])[CH2:11][CH:10]=1. The product is [CH3:1][O:2][C:3]1[CH:8]=[CH:7][CH:6]=[CH:5][C:4]=1[CH:9]1[CH2:10][CH2:11][N:12]([C:15]([O:17][C:18]([CH3:21])([CH3:20])[CH3:19])=[O:16])[CH2:13][CH2:14]1. The catalyst is [Pd].CO.